Task: Predict the product of the given reaction.. Dataset: Forward reaction prediction with 1.9M reactions from USPTO patents (1976-2016) (1) The product is: [Br-:1].[C:8]1([C:11]2[CH:16]=[CH:15][CH:14]=[CH:13][CH:12]=2)[CH:9]=[CH:10][C:5]([C:3](=[O:4])[CH2:2][N+:20]23[CH2:24][CH2:23][O:22][CH:21]2[O:17][CH2:18][CH2:19]3)=[CH:6][CH:7]=1. Given the reactants [Br:1][CH2:2][C:3]([C:5]1[CH:10]=[CH:9][C:8]([C:11]2[CH:16]=[CH:15][CH:14]=[CH:13][CH:12]=2)=[CH:7][CH:6]=1)=[O:4].[O:17]1[CH:21]2[O:22][CH2:23][CH2:24][N:20]2[CH2:19][CH2:18]1, predict the reaction product. (2) Given the reactants C1([C@H]([N:9]2[CH2:13][CH2:12][C@@H:11]([CH2:14][OH:15])[CH2:10]2)C)C=CC=CC=1.[CH:16]([O-:18])=[O:17].[NH4+], predict the reaction product. The product is: [CH:16]([O-:18])=[O:17].[NH:9]1[CH2:13][CH2:12][C@@H:11]([CH2:14][OH:15])[CH2:10]1. (3) Given the reactants C(OC(N1C=CN(C)C(=O)C1)=O)C1C=CC=CC=1.BrC1C=CC=CN=1.CC1(C)C2C(=C(P(C3C=CC=CC=3)C3C=CC=CC=3)C=CC=2)OC2C(P(C3C=CC=CC=3)C3C=CC=CC=3)=CC=CC1=2.C(=O)([O-])[O-].[Cs+].[Cs+].C(OC([N:84]1[CH2:89][CH2:88][N:87]([C:90]2[CH:95]=[CH:94][CH:93]=[CH:92][N:91]=2)[C:86](=[O:96])[CH2:85]1)=O)C1C=CC=CC=1, predict the reaction product. The product is: [N:91]1[CH:92]=[CH:93][CH:94]=[CH:95][C:90]=1[N:87]1[CH2:88][CH2:89][NH:84][CH2:85][C:86]1=[O:96]. (4) Given the reactants [F:1][C:2]([F:14])([F:13])[C:3]1[CH:8]=[CH:7][C:6]([CH2:9][C:10]([OH:12])=[O:11])=[CH:5][CH:4]=1.O.O[N:17]1C2C=CC=CC=2N=N1.CCN=C=NCCCN(C)C.[N:37]1([C@@H:42]2[CH2:47][CH2:46][CH2:45][CH2:44][C@H:43]2[NH:48][CH3:49])[CH2:41][CH2:40][CH2:39][CH2:38]1.C(N(CC)C(C)C)(C)C.C(Cl)[Cl:60], predict the reaction product. The product is: [NH4+:17].[OH-:11].[ClH:60].[F:13][C:2]([F:1])([F:14])[C:3]1[CH:4]=[CH:5][C:6]([CH2:9][C:10]([N:48]([CH3:49])[C@@H:43]2[CH2:44][CH2:45][CH2:46][CH2:47][C@H:42]2[N:37]2[CH2:41][CH2:40][CH2:39][CH2:38]2)=[O:12])=[CH:7][CH:8]=1. (5) Given the reactants C(OC(=O)[NH:7][CH2:8][CH2:9][CH2:10][N:11]1[C:20]2[CH:19]=[CH:18][C:17]([C:21]#[C:22][CH2:23][OH:24])=[CH:16][C:15]=2[C:14]2=[N:25][N:26](C3CCCCO3)[C:27]([CH3:28])=[C:13]2[C:12]1=[O:35])(C)(C)C.NCCCN1C2C=CC(C#CCO)=CC=2C2=NNC(C)=C2C1=O, predict the reaction product. The product is: [NH2:7][CH2:8][CH2:9][CH2:10][N:11]1[C:20]2[CH:19]=[CH:18][C:17]([CH2:21][CH2:22][CH2:23][OH:24])=[CH:16][C:15]=2[C:14]2=[N:25][NH:26][C:27]([CH3:28])=[C:13]2[C:12]1=[O:35]. (6) The product is: [C:1]1([NH:11][C:12](=[O:18])[CH2:13][CH2:14][C:15]([NH:34][CH2:35][CH2:36][C:37]([OH:39])=[O:38])=[O:17])[C:10]2[C:5](=[CH:6][CH:7]=[CH:8][CH:9]=2)[CH:4]=[CH:3][CH:2]=1. Given the reactants [C:1]1([NH:11][C:12](=[O:18])[CH2:13][CH2:14][C:15]([OH:17])=O)[C:10]2[C:5](=[CH:6][CH:7]=[CH:8][CH:9]=2)[CH:4]=[CH:3][CH:2]=1.C1CCC(N=C=NC2CCCCC2)CC1.[NH2:34][CH2:35][CH2:36][C:37]([OH:39])=[O:38], predict the reaction product.